This data is from NCI-60 drug combinations with 297,098 pairs across 59 cell lines. The task is: Regression. Given two drug SMILES strings and cell line genomic features, predict the synergy score measuring deviation from expected non-interaction effect. (1) Drug 1: CN1CCC(CC1)COC2=C(C=C3C(=C2)N=CN=C3NC4=C(C=C(C=C4)Br)F)OC. Drug 2: C1C(C(OC1N2C=C(C(=O)NC2=O)F)CO)O. Cell line: HOP-92. Synergy scores: CSS=13.5, Synergy_ZIP=-13.6, Synergy_Bliss=-16.2, Synergy_Loewe=-12.9, Synergy_HSA=-11.6. (2) Cell line: SF-539. Drug 2: C1CN(CCN1C(=O)CCBr)C(=O)CCBr. Drug 1: C1=CC(=CC=C1CC(C(=O)O)N)N(CCCl)CCCl.Cl. Synergy scores: CSS=37.3, Synergy_ZIP=-4.49, Synergy_Bliss=2.96, Synergy_Loewe=0.557, Synergy_HSA=0.710. (3) Drug 1: CC1C(C(CC(O1)OC2CC(CC3=C2C(=C4C(=C3O)C(=O)C5=C(C4=O)C(=CC=C5)OC)O)(C(=O)CO)O)N)O.Cl. Drug 2: C1C(C(OC1N2C=NC3=C2NC=NCC3O)CO)O. Cell line: MDA-MB-231. Synergy scores: CSS=0.801, Synergy_ZIP=-1.38, Synergy_Bliss=-1.61, Synergy_Loewe=-0.954, Synergy_HSA=-0.725. (4) Drug 1: C1=C(C(=O)NC(=O)N1)N(CCCl)CCCl. Drug 2: C1=NC2=C(N1)C(=S)N=CN2. Cell line: MOLT-4. Synergy scores: CSS=66.0, Synergy_ZIP=-3.32, Synergy_Bliss=-6.88, Synergy_Loewe=-7.21, Synergy_HSA=-4.33. (5) Drug 1: CN1C(=O)N2C=NC(=C2N=N1)C(=O)N. Drug 2: CC1C(C(CC(O1)OC2CC(OC(C2O)C)OC3=CC4=CC5=C(C(=O)C(C(C5)C(C(=O)C(C(C)O)O)OC)OC6CC(C(C(O6)C)O)OC7CC(C(C(O7)C)O)OC8CC(C(C(O8)C)O)(C)O)C(=C4C(=C3C)O)O)O)O. Cell line: SF-295. Synergy scores: CSS=21.4, Synergy_ZIP=-0.469, Synergy_Bliss=-1.58, Synergy_Loewe=-41.4, Synergy_HSA=-1.15. (6) Drug 1: COC1=C(C=C2C(=C1)N=CN=C2NC3=CC(=C(C=C3)F)Cl)OCCCN4CCOCC4. Drug 2: CN(CCCl)CCCl.Cl. Cell line: OVCAR-5. Synergy scores: CSS=54.9, Synergy_ZIP=0.603, Synergy_Bliss=1.71, Synergy_Loewe=-2.62, Synergy_HSA=2.06. (7) Drug 1: C1=CC(=CC=C1CC(C(=O)O)N)N(CCCl)CCCl.Cl. Drug 2: C(CCl)NC(=O)N(CCCl)N=O. Cell line: UACC-257. Synergy scores: CSS=6.48, Synergy_ZIP=1.93, Synergy_Bliss=6.00, Synergy_Loewe=1.23, Synergy_HSA=1.75. (8) Drug 1: CC1=CC=C(C=C1)C2=CC(=NN2C3=CC=C(C=C3)S(=O)(=O)N)C(F)(F)F. Drug 2: CNC(=O)C1=NC=CC(=C1)OC2=CC=C(C=C2)NC(=O)NC3=CC(=C(C=C3)Cl)C(F)(F)F. Cell line: 786-0. Synergy scores: CSS=-0.958, Synergy_ZIP=1.95, Synergy_Bliss=4.81, Synergy_Loewe=-1.79, Synergy_HSA=-0.355. (9) Drug 1: CC1=C(C=C(C=C1)NC2=NC=CC(=N2)N(C)C3=CC4=NN(C(=C4C=C3)C)C)S(=O)(=O)N.Cl. Drug 2: CCC1=CC2CC(C3=C(CN(C2)C1)C4=CC=CC=C4N3)(C5=C(C=C6C(=C5)C78CCN9C7C(C=CC9)(C(C(C8N6C)(C(=O)OC)O)OC(=O)C)CC)OC)C(=O)OC.C(C(C(=O)O)O)(C(=O)O)O. Cell line: HS 578T. Synergy scores: CSS=65.6, Synergy_ZIP=20.1, Synergy_Bliss=18.2, Synergy_Loewe=-29.9, Synergy_HSA=16.7. (10) Drug 1: CN1CCC(CC1)COC2=C(C=C3C(=C2)N=CN=C3NC4=C(C=C(C=C4)Br)F)OC. Drug 2: CC1C(C(CC(O1)OC2CC(CC3=C2C(=C4C(=C3O)C(=O)C5=CC=CC=C5C4=O)O)(C(=O)C)O)N)O. Cell line: OVCAR-5. Synergy scores: CSS=41.3, Synergy_ZIP=-2.39, Synergy_Bliss=-0.601, Synergy_Loewe=1.89, Synergy_HSA=2.96.